From a dataset of Experimentally validated miRNA-target interactions with 360,000+ pairs, plus equal number of negative samples. Binary Classification. Given a miRNA mature sequence and a target amino acid sequence, predict their likelihood of interaction. (1) The miRNA is hsa-miR-4666a-5p with sequence AUACAUGUCAGAUUGUAUGCC. The protein sequence of the target gene is MESKEKRAVNSLSMENANQENEEKEQVANKGEPLALPLDAGEYCVPRGNRRRFRVRQPILQYRWDMMHRLGEPQARMREENMERIGEEVRQLMEKLREKQLSHSLRAVSTDPPHHDHHDEFCLMP. Result: 0 (no interaction). (2) The miRNA is hsa-miR-6742-3p with sequence ACCUGGGUUGUCCCCUCUAG. The protein sequence of the target gene is MAAMAPGGSGSGGGVNPFLSDSDEDDDEVAATEERRAVLRLGAGSGLDPGSAGSLSPQDPVALGSSARPGLPGEASAAAVALGGTGETPARLSIDAIAAQLLRDQYLLTALELHTELLESGRELPRLRDYFSNPGNFERQSGTPPGMGAPGVPGAAGVGGAGGREPSTASGGGQLNRAGSISTLDSLDFARYSDDGNRETDEKVAVLEFELRKAKETIQALRANLTKAAEHEVPLQERKNYKSSPEIQEPIKPLEKRALNFLVNEFLLKNNYKLTSITFSDENDDQDFELWDDVGLNIPK.... Result: 1 (interaction).